Dataset: NCI-60 drug combinations with 297,098 pairs across 59 cell lines. Task: Regression. Given two drug SMILES strings and cell line genomic features, predict the synergy score measuring deviation from expected non-interaction effect. (1) Drug 1: CCC1=CC2CC(C3=C(CN(C2)C1)C4=CC=CC=C4N3)(C5=C(C=C6C(=C5)C78CCN9C7C(C=CC9)(C(C(C8N6C)(C(=O)OC)O)OC(=O)C)CC)OC)C(=O)OC.C(C(C(=O)O)O)(C(=O)O)O. Drug 2: CC1CCCC2(C(O2)CC(NC(=O)CC(C(C(=O)C(C1O)C)(C)C)O)C(=CC3=CSC(=N3)C)C)C. Cell line: K-562. Synergy scores: CSS=58.6, Synergy_ZIP=-1.73, Synergy_Bliss=-2.34, Synergy_Loewe=-1.73, Synergy_HSA=-1.69. (2) Drug 1: CCN(CC)CCNC(=O)C1=C(NC(=C1C)C=C2C3=C(C=CC(=C3)F)NC2=O)C. Drug 2: CCN(CC)CCCC(C)NC1=C2C=C(C=CC2=NC3=C1C=CC(=C3)Cl)OC. Cell line: SN12C. Synergy scores: CSS=16.8, Synergy_ZIP=-10.0, Synergy_Bliss=-5.09, Synergy_Loewe=-4.53, Synergy_HSA=-2.88. (3) Drug 1: C1=NC2=C(N1)C(=S)N=CN2. Drug 2: COC1=NC(=NC2=C1N=CN2C3C(C(C(O3)CO)O)O)N. Cell line: UO-31. Synergy scores: CSS=3.32, Synergy_ZIP=-1.15, Synergy_Bliss=-0.767, Synergy_Loewe=2.11, Synergy_HSA=0.577. (4) Drug 1: CC1CCC2CC(C(=CC=CC=CC(CC(C(=O)C(C(C(=CC(C(=O)CC(OC(=O)C3CCCCN3C(=O)C(=O)C1(O2)O)C(C)CC4CCC(C(C4)OC)O)C)C)O)OC)C)C)C)OC. Drug 2: C1C(C(OC1N2C=NC(=NC2=O)N)CO)O. Cell line: UACC62. Synergy scores: CSS=5.56, Synergy_ZIP=3.03, Synergy_Bliss=6.04, Synergy_Loewe=2.97, Synergy_HSA=3.75.